This data is from Full USPTO retrosynthesis dataset with 1.9M reactions from patents (1976-2016). The task is: Predict the reactants needed to synthesize the given product. (1) The reactants are: [F:1][C:2]1[CH:3]=[C:4]2[C:8](=[CH:9][CH:10]=1)[NH:7][N:6]=[C:5]2[I:11].[F:12][C:13]([F:18])([F:17])[CH2:14][CH2:15]I. Given the product [F:1][C:2]1[CH:3]=[C:4]2[C:8](=[CH:9][CH:10]=1)[N:7]([CH2:15][CH2:14][C:13]([F:18])([F:17])[F:12])[N:6]=[C:5]2[I:11], predict the reactants needed to synthesize it. (2) Given the product [CH:37]([O:40][C:2]1[N:7]=[C:6]([C:8]2[CH:13]=[CH:12][CH:11]=[CH:10][N:9]=2)[N:5]=[C:4]([C:14]2[CH:15]=[C:16]([C:20]3[CH:25]=[CH:24][C:23]([C:26]([N:28]4[CH2:33][CH2:32][N:31]([CH:34]([CH3:36])[CH3:35])[CH2:30][CH2:29]4)=[O:27])=[CH:22][CH:21]=3)[CH:17]=[N:18][CH:19]=2)[CH:3]=1)([CH3:39])[CH3:38], predict the reactants needed to synthesize it. The reactants are: Cl[C:2]1[N:7]=[C:6]([C:8]2[CH:13]=[CH:12][CH:11]=[CH:10][N:9]=2)[N:5]=[C:4]([C:14]2[CH:15]=[C:16]([C:20]3[CH:25]=[CH:24][C:23]([C:26]([N:28]4[CH2:33][CH2:32][N:31]([CH:34]([CH3:36])[CH3:35])[CH2:30][CH2:29]4)=[O:27])=[CH:22][CH:21]=3)[CH:17]=[N:18][CH:19]=2)[CH:3]=1.[CH:37]([OH:40])([CH3:39])[CH3:38]. (3) Given the product [Br:36][CH2:2][CH:3]1[CH2:12][CH2:11][C:10]2[C:5](=[CH:6][CH:7]=[C:8]([N+:13]([O-:15])=[O:14])[CH:9]=2)[NH:4]1, predict the reactants needed to synthesize it. The reactants are: O[CH2:2][CH:3]1[CH2:12][CH2:11][C:10]2[C:5](=[CH:6][CH:7]=[C:8]([N+:13]([O-:15])=[O:14])[CH:9]=2)[NH:4]1.C1(P(C2C=CC=CC=2)C2C=CC=CC=2)C=CC=CC=1.C(Br)(Br)(Br)[Br:36]. (4) Given the product [Cl:1][C:2]1[C:10]([F:11])=[C:9]2[C:5]([CH:6]=[CH:7][N:8]2[C:27]2[CH:28]=[N:29][N:30]([CH2:32][CH2:33][CH3:34])[CH:31]=2)=[CH:4][CH:3]=1, predict the reactants needed to synthesize it. The reactants are: [Cl:1][C:2]1[C:10]([F:11])=[C:9]2[C:5]([CH:6]=[CH:7][NH:8]2)=[CH:4][CH:3]=1.CNCCNC.P([O-])([O-])([O-])=O.[K+].[K+].[K+].Br[C:27]1[CH:28]=[N:29][N:30]([CH2:32][CH2:33][CH3:34])[CH:31]=1.